From a dataset of Full USPTO retrosynthesis dataset with 1.9M reactions from patents (1976-2016). Predict the reactants needed to synthesize the given product. (1) Given the product [NH2:1][C:2]1[C:7]([C:8]([C:10]2[C:15]([O:16][CH3:17])=[C:14]([O:18][CH3:19])[CH:13]=[C:12]([F:20])[C:11]=2[F:21])=[O:9])=[CH:6][N:5]=[C:4]([NH:42][CH:39]2[CH2:40][CH2:41][N:36]([S:33]([CH3:32])(=[O:35])=[O:34])[CH2:37][CH2:38]2)[N:3]=1, predict the reactants needed to synthesize it. The reactants are: [NH2:1][C:2]1[C:7]([C:8]([C:10]2[C:15]([O:16][CH3:17])=[C:14]([O:18][CH3:19])[CH:13]=[C:12]([F:20])[C:11]=2[F:21])=[O:9])=[CH:6][N:5]=[C:4](S(C)=O)[N:3]=1.FC(F)(F)C(O)=O.[CH3:32][S:33]([N:36]1[CH2:41][CH2:40][CH:39]([NH2:42])[CH2:38][CH2:37]1)(=[O:35])=[O:34]. (2) Given the product [Si:37]([O:15][C@H:13]([CH3:14])[C@@H:12]([NH:16][C:17]1[CH:22]=[CH:21][C:20]([C:23]#[N:24])=[C:19]([C:25]([F:28])([F:27])[F:26])[C:18]=1[CH3:29])[C:11]([NH:10][NH:9][C:7](=[O:8])[C:6]1[CH:5]=[CH:4][C:3]([C:1]#[N:2])=[CH:32][CH:31]=1)=[O:30])([C:34]([CH3:36])([CH3:35])[CH3:33])([CH3:39])[CH3:38], predict the reactants needed to synthesize it. The reactants are: [C:1]([C:3]1[CH:32]=[CH:31][C:6]([C:7]([NH:9][NH:10][C:11](=[O:30])[C@H:12]([NH:16][C:17]2[CH:22]=[CH:21][C:20]([C:23]#[N:24])=[C:19]([C:25]([F:28])([F:27])[F:26])[C:18]=2[CH3:29])[C@H:13]([OH:15])[CH3:14])=[O:8])=[CH:5][CH:4]=1)#[N:2].[CH3:33][C:34]([Si:37](Cl)([CH3:39])[CH3:38])([CH3:36])[CH3:35].N1C=CN=C1. (3) Given the product [CH2:33]([O:32][C:13]1[N:14]([CH2:15][C:16]2[CH:21]=[CH:20][C:19]([C:22]3[C:23]([C:28]([OH:30])=[O:29])=[CH:24][CH:25]=[CH:26][CH:27]=3)=[CH:18][C:17]=2[F:31])[C:10]([CH2:9][NH:8][C:6](=[O:7])[C@@H:5]([SH:4])[CH2:37][CH:38]([CH3:39])[CH3:40])=[C:11]([CH2:35][CH3:36])[N:12]=1)[CH3:34], predict the reactants needed to synthesize it. The reactants are: C([S:4][C@@H:5]([CH2:37][CH:38]([CH3:40])[CH3:39])[C:6]([NH:8][CH2:9][C:10]1[N:14]([CH2:15][C:16]2[CH:21]=[CH:20][C:19]([C:22]3[C:23]([C:28]([OH:30])=[O:29])=[CH:24][CH:25]=[CH:26][CH:27]=3)=[CH:18][C:17]=2[F:31])[C:13]([O:32][CH2:33][CH3:34])=[N:12][C:11]=1[CH2:35][CH3:36])=[O:7])(=O)C.C(S)[C@@H](O)[C@H](O)CS.CC(O)=O.O. (4) Given the product [F:19][C:20]([F:30])([F:31])[C:21]1[CH:29]=[CH:28][CH:27]=[CH:26][C:22]=1[C:23]([NH:16][C@H:12]1[CH2:13][CH2:14][CH2:15][C@@H:11]1[NH:10][C:7]1[CH:6]=[N:5][C:4]([C:3]([F:2])([F:17])[F:18])=[CH:9][N:8]=1)=[O:24], predict the reactants needed to synthesize it. The reactants are: Cl.[F:2][C:3]([F:18])([F:17])[C:4]1[N:5]=[CH:6][C:7]([NH:10][C@H:11]2[CH2:15][CH2:14][CH2:13][C@@H:12]2[NH2:16])=[N:8][CH:9]=1.[F:19][C:20]([F:31])([F:30])[C:21]1[CH:29]=[CH:28][CH:27]=[CH:26][C:22]=1[C:23](O)=[O:24].CN(C(ON1N=NC2C=CC=CC1=2)=[N+](C)C)C.[B-](F)(F)(F)F.CCN(C(C)C)C(C)C. (5) Given the product [CH2:21]([N:13]1[C:14]([CH3:15])=[C:10]([C:6]2[CH:7]=[CH:8][CH:9]=[C:4]([N+:1]([O-:3])=[O:2])[CH:5]=2)[C:11]([C:17]([O:19][CH3:20])=[O:18])=[C:12]1[CH3:16])[C:22]1[CH:27]=[CH:26][CH:25]=[CH:24][CH:23]=1, predict the reactants needed to synthesize it. The reactants are: [N+:1]([C:4]1[CH:5]=[C:6]([C:10]2[C:11]([C:17]([O:19][CH3:20])=[O:18])=[C:12]([CH3:16])[NH:13][C:14]=2[CH3:15])[CH:7]=[CH:8][CH:9]=1)([O-:3])=[O:2].[CH2:21](Br)[C:22]1[CH:27]=[CH:26][CH:25]=[CH:24][CH:23]=1. (6) Given the product [C:6]([O:5][CH2:2][CH2:18][NH:13][CH2:14][CH3:15])(=[O:12])[CH3:20], predict the reactants needed to synthesize it. The reactants are: Cl[C:2]([O:5][C:6](=[O:12])OC(Cl)(Cl)Cl)(Cl)Cl.[N:13]1[CH:18]=CC=[CH:15][CH:14]=1.O1CCC[CH2:20]1. (7) Given the product [CH2:1]([C:3]1[CH:4]=[C:5]2[NH:10][CH:9]=[C:8]([C:11]([OH:13])=[O:12])[C:7](=[O:16])[N:6]2[CH:17]=1)[CH3:2], predict the reactants needed to synthesize it. The reactants are: [CH2:1]([C:3]1[CH:4]=[C:5]2[NH:10][CH:9]=[C:8]([C:11]([O:13]CC)=[O:12])[C:7](=[O:16])[N:6]2[CH:17]=1)[CH3:2].[OH-].[Na+]. (8) Given the product [CH2:1]([N:3]1[C:11]2[C:6](=[CH:7][CH:8]=[C:9]([O:12][CH3:13])[CH:10]=2)[C:5]([C:14]#[N:15])=[C:4]1[C:16]1[CH:17]=[C:18]2[C:22](=[CH:23][CH:24]=1)[N:21]([S:26]([CH3:25])(=[O:28])=[O:27])[CH:20]=[CH:19]2)[CH3:2], predict the reactants needed to synthesize it. The reactants are: [CH2:1]([N:3]1[C:11]2[C:6](=[CH:7][CH:8]=[C:9]([O:12][CH3:13])[CH:10]=2)[C:5]([C:14]#[N:15])=[C:4]1[C:16]1[CH:17]=[C:18]2[C:22](=[CH:23][CH:24]=1)[NH:21][CH:20]=[CH:19]2)[CH3:2].[CH3:25][S:26](Cl)(=[O:28])=[O:27]. (9) Given the product [NH2:8][C:9]1[N:10]([CH3:31])[C:11](=[O:30])[C:12]2([N:29]=1)[C:21]1[C:16](=[CH:17][CH:18]=[C:19]([C:38]3[CH:39]=[C:34]([CH:35]=[CH:36][CH:37]=3)[C:32]#[N:33])[CH:20]=1)[S:15][CH:14]([C:23]1[CH:28]=[CH:27][CH:26]=[CH:25][CH:24]=1)[CH2:13]2, predict the reactants needed to synthesize it. The reactants are: OC(C(F)(F)F)=O.[NH2:8][C:9]1[N:10]([CH3:31])[C:11](=[O:30])[C:12]2([N:29]=1)[C:21]1[C:16](=[CH:17][CH:18]=[C:19](Br)[CH:20]=1)[S:15][CH:14]([C:23]1[CH:28]=[CH:27][CH:26]=[CH:25][CH:24]=1)[CH2:13]2.[C:32]([C:34]1[CH:35]=[C:36](B(O)O)[CH:37]=[CH:38][CH:39]=1)#[N:33].C([O-])([O-])=O.[Cs+].[Cs+]. (10) Given the product [CH:27]1[C:28]2[C:33](=[CH:32][CH:31]=[CH:30][CH:29]=2)[CH:34]=[CH:35][C:26]=1[C:24]([NH:23][C:20]1[CH:21]=[CH:22][C:17]([N:14]2[CH2:15][CH2:16][N:11]([C:9](=[O:10])[CH2:8][NH:7][C:5]([C:4]3[CH:3]=[C:2]([CH:38]=[CH:37][CH:36]=3)[O:1][CH2:57][CH2:56][O:55][S:45]([C:48]3[CH:54]=[CH:53][C:51]([CH3:52])=[CH:50][CH:49]=3)(=[O:47])=[O:46])=[O:6])[CH2:12][CH2:13]2)=[CH:18][CH:19]=1)=[O:25], predict the reactants needed to synthesize it. The reactants are: [OH:1][C:2]1[CH:3]=[C:4]([CH:36]=[CH:37][CH:38]=1)[C:5]([NH:7][CH2:8][C:9]([N:11]1[CH2:16][CH2:15][N:14]([C:17]2[CH:22]=[CH:21][C:20]([NH:23][C:24]([C:26]3[CH:35]=[CH:34][C:33]4[C:28](=[CH:29][CH:30]=[CH:31][CH:32]=4)[CH:27]=3)=[O:25])=[CH:19][CH:18]=2)[CH2:13][CH2:12]1)=[O:10])=[O:6].C(=O)([O-])[O-].[K+].[K+].[S:45]([O:55][CH2:56][CH2:57]OS(C1C=CC(C)=CC=1)(=O)=O)([C:48]1[CH:54]=[CH:53][C:51]([CH3:52])=[CH:50][CH:49]=1)(=[O:47])=[O:46].